Dataset: Reaction yield outcomes from USPTO patents with 853,638 reactions. Task: Predict the reaction yield, written as a fraction of the theoretical maximum amount of product (1.0 means a 100% yield; for example, 0.34 means a 34% yield). (1) The reactants are CC([CH:5]1[CH2:10][CH:9]([C:11]([NH:13][CH2:14][C:15]2[CH:20]=[CH:19][C:18]([Cl:21])=[CH:17][C:16]=2[Cl:22])=[O:12])[CH2:8][CH2:7][N:6]1C([O-])=O)(C)C.FC(F)(F)C(O)=O. The catalyst is C(Cl)Cl. The product is [Cl:22][C:16]1[CH:17]=[C:18]([Cl:21])[CH:19]=[CH:20][C:15]=1[CH2:14][NH:13][C:11]([CH:9]1[CH2:10][CH2:5][NH:6][CH2:7][CH2:8]1)=[O:12]. The yield is 0.660. (2) The reactants are [NH2:1][C:2]1[CH:3]=[C:4]2[C:9](=[CH:10][CH:11]=1)[N:8]=[CH:7][C:6]([C:12]#[N:13])=[C:5]2[NH:14][C:15]1[CH:20]=[CH:19][C:18]([F:21])=[C:17]([Cl:22])[CH:16]=1.[C:23]([C:25]1[CH:32]=[CH:31][CH:30]=[CH:29][C:26]=1[CH:27]=O)#[N:24].[BH3-]C#N.[Na+]. The catalyst is CCO. The product is [Cl:22][C:17]1[CH:16]=[C:15]([NH:14][C:5]2[C:4]3[C:9](=[CH:10][CH:11]=[C:2]([NH:1][CH2:27][C:26]4[CH:29]=[CH:30][CH:31]=[CH:32][C:25]=4[C:23]#[N:24])[CH:3]=3)[N:8]=[CH:7][C:6]=2[C:12]#[N:13])[CH:20]=[CH:19][C:18]=1[F:21]. The yield is 0.270. (3) The reactants are C([NH:8][C:9]1[C:14]2[O:15][CH2:16][CH2:17][N:18]([C:19]([O:21][C:22]([CH3:25])([CH3:24])[CH3:23])=[O:20])[C:13]=2[CH:12]=[CH:11][N:10]=1)C1C=CC=CC=1. The catalyst is CO.[Pd]. The product is [NH2:8][C:9]1[C:14]2[O:15][CH2:16][CH2:17][N:18]([C:19]([O:21][C:22]([CH3:25])([CH3:24])[CH3:23])=[O:20])[C:13]=2[CH:12]=[CH:11][N:10]=1. The yield is 0.790. (4) The reactants are Cl[C:2]1[CH:7]=[C:6]([NH:8][C:9]2[CH:13]=[C:12]([CH:14]3[CH2:16][CH2:15]3)[NH:11][N:10]=2)[C:5]([N+:17]([O-:19])=[O:18])=[CH:4][N:3]=1.[F:20][C:21]1[CH:26]=[CH:25][C:24]([C@@H:27]([NH2:29])[CH3:28])=[CH:23][CH:22]=1.CCN(C(C)C)C(C)C. The catalyst is CCCCO. The product is [CH:14]1([C:12]2[NH:11][N:10]=[C:9]([NH:8][C:6]3[C:5]([N+:17]([O-:19])=[O:18])=[CH:4][N:3]=[C:2]([NH:29][C@H:27]([C:24]4[CH:25]=[CH:26][C:21]([F:20])=[CH:22][CH:23]=4)[CH3:28])[CH:7]=3)[CH:13]=2)[CH2:16][CH2:15]1. The yield is 0.820. (5) No catalyst specified. The yield is 0.164. The product is [F:1][C:2]([F:7])([F:6])[C:3]([OH:5])=[O:4].[CH2:38]([S:35]([N:32]1[CH2:31][CH2:30][CH:29]([C:20]2[C:19]3[C:23](=[C:24]([C:26]([NH2:28])=[O:27])[CH:25]=[C:17]([C:15]4[S:16][C:12]([CH2:11][NH:9][CH2:8][CH2:2][CH3:3])=[CH:13][CH:14]=4)[CH:18]=3)[NH:22][CH:21]=2)[CH2:34][CH2:33]1)(=[O:36])=[O:37])[CH3:39]. The reactants are [F:1][C:2]([F:7])([F:6])[C:3]([OH:5])=[O:4].[CH3:8][N:9]([CH2:11][C:12]1[S:16][C:15]([C:17]2[CH:18]=[C:19]3[C:23](=[C:24]([C:26]([NH2:28])=[O:27])[CH:25]=2)[NH:22][CH:21]=[C:20]3[CH:29]2[CH2:34][CH2:33][N:32]([S:35]([CH2:38][CH3:39])(=[O:37])=[O:36])[CH2:31][CH2:30]2)=[CH:14][CH:13]=1)C.CNC. (6) The reactants are [NH:1]1[CH:5]=[C:4]([C:6]([OH:8])=[O:7])[N:3]=[CH:2]1.[C:9](Cl)([C:22]1[CH:27]=[CH:26][CH:25]=[CH:24][CH:23]=1)([C:16]1[CH:21]=[CH:20][CH:19]=[CH:18][CH:17]=1)[C:10]1[CH:15]=[CH:14][CH:13]=[CH:12][CH:11]=1.CN(C=O)C.N1C=CC=CC=1. The catalyst is CCOC(C)=O.O. The product is [C:10]1([C:9]([C:16]2[CH:17]=[CH:18][CH:19]=[CH:20][CH:21]=2)([C:22]2[CH:23]=[CH:24][CH:25]=[CH:26][CH:27]=2)[N:1]2[CH:5]=[C:4]([C:6]([OH:8])=[O:7])[N:3]=[CH:2]2)[CH:11]=[CH:12][CH:13]=[CH:14][CH:15]=1. The yield is 0.950. (7) The reactants are [NH2:1][C:2](=[O:51])[CH2:3][N:4]([CH2:12][C:13]1[CH:18]=[CH:17][C:16]([C:19]([N:21]2[CH2:26][CH2:25][CH2:24][C@@H:23]([C:27]([C:37]3[CH:42]=[CH:41][CH:40]=[C:39]([F:43])[C:38]=3[C:44]3[CH:49]=[CH:48][CH:47]=[C:46]([CH3:50])[CH:45]=3)([OH:36])[CH2:28][CH2:29][CH2:30][NH:31][C:32]([O:34][CH3:35])=[O:33])[CH2:22]2)=[O:20])=[CH:15][CH:14]=1)C(=O)OC(C)(C)C.Cl. The catalyst is C(#N)C. The product is [NH2:1][C:2](=[O:51])[CH2:3][NH:4][CH2:12][C:13]1[CH:18]=[CH:17][C:16]([C:19]([N:21]2[CH2:26][CH2:25][CH2:24][C@@H:23]([C:27]([C:37]3[CH:42]=[CH:41][CH:40]=[C:39]([F:43])[C:38]=3[C:44]3[CH:49]=[CH:48][CH:47]=[C:46]([CH3:50])[CH:45]=3)([OH:36])[CH2:28][CH2:29][CH2:30][NH:31][C:32](=[O:33])[O:34][CH3:35])[CH2:22]2)=[O:20])=[CH:15][CH:14]=1. The yield is 0.570.